This data is from NCI-60 drug combinations with 297,098 pairs across 59 cell lines. The task is: Regression. Given two drug SMILES strings and cell line genomic features, predict the synergy score measuring deviation from expected non-interaction effect. (1) Synergy scores: CSS=-2.02, Synergy_ZIP=1.41, Synergy_Bliss=0.400, Synergy_Loewe=-0.884, Synergy_HSA=-0.735. Cell line: SK-MEL-28. Drug 2: C1CC(=O)NC(=O)C1N2CC3=C(C2=O)C=CC=C3N. Drug 1: C1CCN(CC1)CCOC2=CC=C(C=C2)C(=O)C3=C(SC4=C3C=CC(=C4)O)C5=CC=C(C=C5)O. (2) Drug 1: CNC(=O)C1=NC=CC(=C1)OC2=CC=C(C=C2)NC(=O)NC3=CC(=C(C=C3)Cl)C(F)(F)F. Drug 2: C1=NNC2=C1C(=O)NC=N2. Cell line: MALME-3M. Synergy scores: CSS=12.0, Synergy_ZIP=-6.23, Synergy_Bliss=-8.36, Synergy_Loewe=1.15, Synergy_HSA=-2.92. (3) Drug 1: CS(=O)(=O)CCNCC1=CC=C(O1)C2=CC3=C(C=C2)N=CN=C3NC4=CC(=C(C=C4)OCC5=CC(=CC=C5)F)Cl. Drug 2: CCC1=C2N=C(C=C(N2N=C1)NCC3=C[N+](=CC=C3)[O-])N4CCCCC4CCO. Cell line: UACC62. Synergy scores: CSS=61.7, Synergy_ZIP=2.57, Synergy_Bliss=4.83, Synergy_Loewe=3.48, Synergy_HSA=6.34. (4) Drug 1: C1=CC(=CC=C1C#N)C(C2=CC=C(C=C2)C#N)N3C=NC=N3. Drug 2: C1=NC2=C(N1)C(=S)N=CN2. Cell line: SW-620. Synergy scores: CSS=16.2, Synergy_ZIP=-4.92, Synergy_Bliss=1.75, Synergy_Loewe=-10.6, Synergy_HSA=-0.364. (5) Drug 1: CC12CCC3C(C1CCC2OP(=O)(O)O)CCC4=C3C=CC(=C4)OC(=O)N(CCCl)CCCl.[Na+]. Drug 2: COCCOC1=C(C=C2C(=C1)C(=NC=N2)NC3=CC=CC(=C3)C#C)OCCOC.Cl. Cell line: NCI-H226. Synergy scores: CSS=-10.1, Synergy_ZIP=12.2, Synergy_Bliss=14.5, Synergy_Loewe=-7.12, Synergy_HSA=-0.657.